From a dataset of hERG potassium channel inhibition data for cardiac toxicity prediction from Karim et al.. Regression/Classification. Given a drug SMILES string, predict its toxicity properties. Task type varies by dataset: regression for continuous values (e.g., LD50, hERG inhibition percentage) or binary classification for toxic/non-toxic outcomes (e.g., AMES mutagenicity, cardiotoxicity, hepatotoxicity). Dataset: herg_karim. (1) The compound is O=C1CN(CCc2ccc(F)cc2)CCN1[C@H]1CCc2cc(CN3CCS(=O)(=O)CC3)ccc2C1. The result is 0 (non-blocker). (2) The molecule is CN1CCC[C@H]1CCN1CCCc2cc(N=C(N)c3cccs3)ccc21. The result is 1 (blocker). (3) The drug is COCc1cnc2n1C[C@H](c1cccc(F)c1F)CC[C@H]2NC(=O)N1CCC2(CC1)C(=O)Nc1ncccc12. The result is 0 (non-blocker).